From a dataset of Reaction yield outcomes from USPTO patents with 853,638 reactions. Predict the reaction yield, written as a fraction of the theoretical maximum amount of product (1.0 means a 100% yield; for example, 0.34 means a 34% yield). (1) The catalyst is O1CCOCC1.[Ag]=O.C1C=CC(C#N)=CC=1.C1C=CC(C#N)=CC=1.Cl[Pd]Cl. The reactants are [C:1]1([As](C2C=CC=CC=2)C2C=CC=CC=2)C=CC=CC=1.FC(F)(F)S(O[C:26]1[CH2:30][C@@H:29]([CH2:31][O:32][Si:33]([C:36]([CH3:39])([CH3:38])[CH3:37])([CH3:35])[CH3:34])[N:28]([C:40](=[O:63])[C:41]2[CH:46]=[C:45]([O:47][CH3:48])[C:44]([O:49][Si:50]([CH:57]([CH3:59])[CH3:58])([CH:54]([CH3:56])[CH3:55])[CH:51]([CH3:53])[CH3:52])=[CH:43][C:42]=2[N+:60]([O-:62])=[O:61])[CH:27]=1)(=O)=O.CB(O)O.[O-]P([O-])([O-])=O.[K+].[K+].[K+]. The yield is 0.550. The product is [Si:33]([O:32][CH2:31][C@@H:29]1[CH2:30][C:26]([CH3:1])=[CH:27][N:28]1[C:40]([C:41]1[CH:46]=[C:45]([O:47][CH3:48])[C:44]([O:49][Si:50]([CH:57]([CH3:58])[CH3:59])([CH:54]([CH3:56])[CH3:55])[CH:51]([CH3:53])[CH3:52])=[CH:43][C:42]=1[N+:60]([O-:62])=[O:61])=[O:63])([C:36]([CH3:38])([CH3:37])[CH3:39])([CH3:34])[CH3:35]. (2) The reactants are C([Mg]Cl)(C)C.Br[C:7]1[C:8]([O:15][CH3:16])=[N:9][CH:10]=[C:11]([Cl:14])[C:12]=1[CH3:13].[Cu]C#N.[Cl-].[Li+].[CH3:22][O:23][C:24]1[C:32]([O:33][CH3:34])=[C:31]([O:35][CH3:36])[CH:30]=[C:29]([CH3:37])[C:25]=1[C:26](Cl)=[O:27].COC1C(OC)=C(OC)C=C(C)C=1C(O)=O.S(Cl)(Cl)=O. No catalyst specified. The product is [CH3:22][O:23][C:24]1[C:32]([O:33][CH3:34])=[C:31]([O:35][CH3:36])[CH:30]=[C:29]([CH3:37])[C:25]=1[C:26]([C:7]1[C:8]([O:15][CH3:16])=[N:9][CH:10]=[C:11]([Cl:14])[C:12]=1[CH3:13])=[O:27]. The yield is 0.430. (3) The reactants are C[O:2][C:3]([C@@H:5]1[C@@H:10]([C:11]2[CH:16]=[CH:15][C:14]([O:17][CH2:18][CH2:19][O:20][C:21]3[C:26]([Cl:27])=[CH:25][C:24]([CH3:28])=[CH:23][C:22]=3[Cl:29])=[CH:13][CH:12]=2)[CH2:9][CH2:8][N:7]([C:30]([O:32][C:33]([CH3:36])([CH3:35])[CH3:34])=[O:31])[CH2:6]1)=[O:4].[OH-].[Na+].O. The catalyst is CO. The product is [C:33]([O:32][C:30]([N:7]1[CH2:8][CH2:9][C@H:10]([C:11]2[CH:16]=[CH:15][C:14]([O:17][CH2:18][CH2:19][O:20][C:21]3[C:26]([Cl:27])=[CH:25][C:24]([CH3:28])=[CH:23][C:22]=3[Cl:29])=[CH:13][CH:12]=2)[C@@H:5]([C:3]([OH:4])=[O:2])[CH2:6]1)=[O:31])([CH3:36])([CH3:34])[CH3:35]. The yield is 0.650. (4) The reactants are [CH2:1]([O:3][C:4]1[CH:9]=[CH:8][CH:7]=[CH:6][C:5]=1[C:10]1[CH:15]=[CH:14][C:13]([NH2:16])=[CH:12][C:11]=1[N+:17]([O-:19])=[O:18])[CH3:2].[CH3:20][C:21]([O:24][C:25](O[C:25]([O:24][C:21]([CH3:23])([CH3:22])[CH3:20])=[O:26])=[O:26])([CH3:23])[CH3:22]. No catalyst specified. The product is [C:21]([O:24][C:25](=[O:26])[NH:16][C:13]1[CH:14]=[CH:15][C:10]([C:5]2[CH:6]=[CH:7][CH:8]=[CH:9][C:4]=2[O:3][CH2:1][CH3:2])=[C:11]([N+:17]([O-:19])=[O:18])[CH:12]=1)([CH3:23])([CH3:22])[CH3:20]. The yield is 0.830.